From a dataset of Full USPTO retrosynthesis dataset with 1.9M reactions from patents (1976-2016). Predict the reactants needed to synthesize the given product. (1) Given the product [Cl:14][CH2:12][C:5](=[O:7])[CH:4]([CH2:1][CH2:2][CH3:3])[CH2:8][CH2:9][CH3:10], predict the reactants needed to synthesize it. The reactants are: [CH2:1]([CH:4]([CH2:8][CH2:9][CH3:10])[C:5]([OH:7])=O)[CH2:2][CH3:3].C(Cl)(=O)[C:12]([Cl:14])=O.[N+](=C)=[N-].Cl.O1CCOCC1. (2) Given the product [O-:9][N+:6]1[CH:7]=[CH:8][C:3]([C:1]2[NH:28][CH:26]([CH3:27])[C:25]([C:22]3[CH:23]=[CH:24][C:19]([F:18])=[CH:20][CH:21]=3)([C:30]3[CH:31]=[N:32][C:33]([F:36])=[CH:34][CH:35]=3)[N:2]=2)=[CH:4][CH:5]=1, predict the reactants needed to synthesize it. The reactants are: [C:1]([C:3]1[CH:8]=[CH:7][N+:6]([O-:9])=[CH:5][CH:4]=1)#[N:2].C[O-].[Na+].CS(O)(=O)=O.[F:18][C:19]1[CH:24]=[CH:23][C:22]([C:25]([C:30]2[CH:31]=[N:32][C:33]([F:36])=[CH:34][CH:35]=2)(N)[C@@H:26]([NH2:28])[CH3:27])=[CH:21][CH:20]=1. (3) The reactants are: Br[C:2]1[CH:7]=[C:6]([CH3:8])[C:5]([C:9]2[C:10](=[O:27])[CH:11]([CH2:16][CH2:17][NH:18][C:19]([C:21]3[CH:26]=[CH:25][CH:24]=[CH:23][N:22]=3)=[O:20])[CH2:12][C:13]=2[O:14]C)=[C:4]([CH2:28][CH3:29])[CH:3]=1.[Cl:30][C:31]1[CH:32]=[N:33][NH:34][CH:35]=1.CN(C)CC(O)=O.C(=O)([O-])[O-].[K+].[K+]. Given the product [Cl:30][C:31]1[CH:32]=[N:33][N:34]([C:2]2[CH:7]=[C:6]([CH3:8])[C:5]([CH:9]3[C:13](=[O:14])[CH2:12][CH:11]([CH2:16][CH2:17][NH:18][C:19]([C:21]4[CH:26]=[CH:25][CH:24]=[CH:23][N:22]=4)=[O:20])[C:10]3=[O:27])=[C:4]([CH2:28][CH3:29])[CH:3]=2)[CH:35]=1, predict the reactants needed to synthesize it. (4) Given the product [Cl:1][C:2]1[CH:3]=[C:4]([N:17]([C:28]2[CH:33]=[CH:32][C:31]([F:34])=[CH:30][C:29]=2[CH3:35])[C:18]([O:20][CH:21]([O:23][C:24]([CH:25]2[CH2:38][CH2:37][CH2:26]2)=[O:27])[CH3:22])=[O:19])[CH:5]=[CH:6][C:7]=1[C:8](=[O:16])[C:9]1[CH:14]=[CH:13][CH:12]=[CH:11][C:10]=1[CH3:15], predict the reactants needed to synthesize it. The reactants are: [Cl:1][C:2]1[CH:3]=[C:4]([N:17]([C:28]2[CH:33]=[CH:32][C:31]([F:34])=[CH:30][C:29]=2[CH3:35])[C:18]([O:20][CH:21]([O:23][C:24](=[O:27])[CH2:25][CH3:26])[CH3:22])=[O:19])[CH:5]=[CH:6][C:7]=1[C:8](=[O:16])[C:9]1[CH:14]=[CH:13][CH:12]=[CH:11][C:10]=1[CH3:15].Cl[CH:37](OC(=O)N(C1C=CC(C(=O)C2C=CC=CC=2C)=C(Cl)C=1)C1C=CC(F)=CC=1C)[CH3:38].C1(C([O-])=O)CCC1.C([N+](CCCC)(CCCC)CCCC)CCC. (5) The reactants are: [CH2:1]([N:8]1[CH2:13][CH2:12][CH2:11][CH2:10][CH:9]1[CH2:14]Br)[C:2]1[CH:7]=[CH:6][CH:5]=[CH:4][CH:3]=1.[F:16][C:17]1[CH:22]=[CH:21][C:20]([C:23]2[N:24]=[N:25][NH:26][N:27]=2)=[CH:19][CH:18]=1.C(=O)([O-])[O-].[K+].[K+].C(N(C(C)C)CC)(C)C. Given the product [CH2:1]([N:8]1[CH2:13][CH2:12][CH2:11][CH2:10][CH:9]1[CH2:14][N:25]1[N:26]=[N:27][C:23]([C:20]2[CH:21]=[CH:22][C:17]([F:16])=[CH:18][CH:19]=2)=[N:24]1)[C:2]1[CH:7]=[CH:6][CH:5]=[CH:4][CH:3]=1, predict the reactants needed to synthesize it. (6) Given the product [F:20][C:17]1[CH:18]=[CH:19][C:14]([NH:13][C:11](=[O:12])[C@@H:10]([NH:9][C:30]2[N:38]=[CH:37][N:36]=[C:35]3[C:31]=2[N:32]=[CH:33][N:34]3[CH:39]2[CH2:44][CH2:43][CH2:42][CH2:41][O:40]2)[CH3:28])=[C:15]([NH:21][C:22]2[CH:27]=[N:26][CH:25]=[CH:24][N:23]=2)[CH:16]=1, predict the reactants needed to synthesize it. The reactants are: C(N(CC)CC)C.Cl.[NH2:9][C@@H:10]([CH3:28])[C:11]([NH:13][C:14]1[CH:19]=[CH:18][C:17]([F:20])=[CH:16][C:15]=1[NH:21][C:22]1[CH:27]=[N:26][CH:25]=[CH:24][N:23]=1)=[O:12].Cl[C:30]1[N:38]=[CH:37][N:36]=[C:35]2[C:31]=1[N:32]=[CH:33][N:34]2[CH:39]1[CH2:44][CH2:43][CH2:42][CH2:41][O:40]1.O. (7) Given the product [CH2:1]([N:8]1[C@@H:13]2[C@H:14]([C:16]3[NH:17][N:18]([CH3:48])[NH:19][N:20]=3)[CH2:15][C@@:9]1([C:40]1[CH:45]=[CH:44][CH:43]=[CH:42][CH:41]=1)[C@H:10]([O:21][C@H:22]([C:26]1[CH:31]=[C:30]([C:32]([F:33])([F:34])[F:35])[CH:29]=[C:28]([C:36]([F:38])([F:39])[F:37])[CH:27]=1)[CH2:23][O:24][CH3:25])[CH2:11][CH2:12]2)[C:2]1[CH:7]=[CH:6][CH:5]=[CH:4][CH:3]=1, predict the reactants needed to synthesize it. The reactants are: [CH2:1]([N:8]1[C@@H:13]2[C@H:14]([C:16]3[NH:20][N:19]=[N:18][N:17]=3)[CH2:15][C@@:9]1([C:40]1[CH:45]=[CH:44][CH:43]=[CH:42][CH:41]=1)[C@H:10]([O:21][C@H:22]([C:26]1[CH:31]=[C:30]([C:32]([F:35])([F:34])[F:33])[CH:29]=[C:28]([C:36]([F:39])([F:38])[F:37])[CH:27]=1)[CH2:23][O:24][CH3:25])[CH2:11][CH2:12]2)[C:2]1[CH:7]=[CH:6][CH:5]=[CH:4][CH:3]=1.CI.[C:48](=O)([O-])[O-].[K+].[K+]. (8) Given the product [CH:37]1[C:38]2[CH:26]([NH:25][C:22](=[O:24])[C:21]#[C:20][C:10]3[CH:11]=[CH:12][C:13]([N:14]4[CH:18]=[C:17]([CH3:19])[N:16]=[CH:15]4)=[C:8]([O:7][CH3:6])[CH:9]=3)[C:27]3[C:32](=[CH:31][CH:30]=[CH:29][CH:28]=3)[C:33]=2[CH:34]=[CH:35][CH:36]=1, predict the reactants needed to synthesize it. The reactants are: CN(C=O)C.[CH3:6][O:7][C:8]1[CH:9]=[C:10]([C:20]#[C:21][C:22]([OH:24])=O)[CH:11]=[CH:12][C:13]=1[N:14]1[CH:18]=[C:17]([CH3:19])[N:16]=[CH:15]1.[NH2:25][CH:26]1[C:38]2[CH:37]=[CH:36][CH:35]=[CH:34][C:33]=2[C:32]2[C:27]1=[CH:28][CH:29]=[CH:30][CH:31]=2.F[P-](F)(F)(F)(F)F.N1(O[P+](N(C)C)(N(C)C)N(C)C)C2C=CC=CC=2N=N1. (9) Given the product [C:1]1([C:7]2([C:10]([Cl:15])=[O:12])[CH2:9][CH2:8]2)[CH:6]=[CH:5][CH:4]=[CH:3][CH:2]=1, predict the reactants needed to synthesize it. The reactants are: [C:1]1([C:7]2([C:10]([OH:12])=O)[CH2:9][CH2:8]2)[CH:6]=[CH:5][CH:4]=[CH:3][CH:2]=1.S(Cl)([Cl:15])=O. (10) The reactants are: [Br:1]N1C(=O)CCC1=O.[CH2:9]([O:11][C:12]([CH:14]1[CH2:19][CH2:18][C:17](=[O:20])[CH2:16][CH2:15]1)=[O:13])[CH3:10]. Given the product [CH2:9]([O:11][C:12]([CH:14]1[CH2:19][CH2:18][C:17](=[O:20])[CH:16]([Br:1])[CH2:15]1)=[O:13])[CH3:10], predict the reactants needed to synthesize it.